From a dataset of Forward reaction prediction with 1.9M reactions from USPTO patents (1976-2016). Predict the product of the given reaction. (1) Given the reactants [Cl:1][C:2]1[CH:7]=[CH:6][N:5]=[C:4]([CH2:8][C:9]#[N:10])[C:3]=1[O:11][CH3:12].[H-].[Na+].[CH2:15](I)[CH3:16], predict the reaction product. The product is: [Cl:1][C:2]1[CH:7]=[CH:6][N:5]=[C:4]([CH:8]([CH2:15][CH3:16])[C:9]#[N:10])[C:3]=1[O:11][CH3:12]. (2) Given the reactants [C:1]([OH:6])(=[O:5])[C:2]([CH3:4])=[CH2:3].C(O)(=O)/C=C/C.[C:13]([OH:20])(=[O:19])/[CH:14]=[CH:15]\[C:16]([OH:18])=[O:17].[C:21]([OH:29])(=[O:28])[C:22]([CH2:24][C:25]([OH:27])=[O:26])=[CH2:23], predict the reaction product. The product is: [C:1]([O-:6])(=[O:5])[C:2]([CH3:4])=[CH2:3].[C:13]([OH:20])(=[O:19])/[CH:14]=[CH:15]\[C:16]([OH:18])=[O:17].[C:21]([OH:29])(=[O:28])[C:22]([CH2:24][C:25]([OH:27])=[O:26])=[CH2:23]. (3) Given the reactants [C:1]([NH:4][C:5]1[C:14]([F:15])=[C:13](F)[C:12]([CH3:17])=[C:11]2[C:6]=1[C:7](=[O:24])[C:8]([C:21]([OH:23])=[O:22])=[CH:9][N:10]2[CH:18]1[CH2:20][CH2:19]1)(=[O:3])[CH3:2].[C:25]([O:29][C:30]([NH:32][C@H:33]1[C:37]2([CH2:39][CH2:38]2)[CH2:36][NH:35][CH2:34]1)=[O:31])([CH3:28])([CH3:27])[CH3:26], predict the reaction product. The product is: [C:1]([NH:4][C:5]1[C:14]([F:15])=[C:13]([N:35]2[CH2:34][C@@H:33]([NH:32][C:30]([O:29][C:25]([CH3:28])([CH3:27])[CH3:26])=[O:31])[C:37]3([CH2:38][CH2:39]3)[CH2:36]2)[C:12]([CH3:17])=[C:11]2[C:6]=1[C:7](=[O:24])[C:8]([C:21]([OH:23])=[O:22])=[CH:9][N:10]2[CH:18]1[CH2:20][CH2:19]1)(=[O:3])[CH3:2].